From a dataset of Catalyst prediction with 721,799 reactions and 888 catalyst types from USPTO. Predict which catalyst facilitates the given reaction. (1) Reactant: [C:1]1([P:7]([C:14]2[CH:19]=[CH:18][CH:17]=[CH:16][CH:15]=2)[C:8]2[CH:13]=[CH:12][CH:11]=[CH:10][CH:9]=2)[CH:6]=[CH:5][CH:4]=[CH:3][CH:2]=1.[Br:20][CH2:21][CH2:22][CH2:23][CH2:24][C:25]([NH:27][S:28]([CH3:31])(=[O:30])=[O:29])=[O:26].C(OCC)(=O)C.CC(C)=O.C(OCC)(=O)C. Product: [Br-:20].[CH3:31][S:28]([NH:27][C:25](=[O:26])[CH2:24][CH2:23][CH2:22][CH2:21][P+:7]([C:1]1[CH:2]=[CH:3][CH:4]=[CH:5][CH:6]=1)([C:8]1[CH:13]=[CH:12][CH:11]=[CH:10][CH:9]=1)[C:14]1[CH:15]=[CH:16][CH:17]=[CH:18][CH:19]=1)(=[O:30])=[O:29]. The catalyst class is: 113. (2) Reactant: [C:1]([Mg]Cl)#[CH:2].[N:5]1[CH:10]=[CH:9][N:8]=[CH:7][C:6]=1[C:11](=[O:13])[CH3:12].C(OCC)(=O)C. Product: [N:5]1[CH:10]=[CH:9][N:8]=[CH:7][C:6]=1[C:11]([OH:13])([C:1]#[CH:2])[CH3:12]. The catalyst class is: 7. (3) Reactant: C([Mg]Cl)(C)C.I[C:7]1[CH:8]=[N:9][N:10]([CH:12]2[CH2:17][CH2:16][S:15](=[O:19])(=[O:18])[CH2:14][CH2:13]2)[CH:11]=1.CO[B:22]1[O:26][C:25]([CH3:28])([CH3:27])[C:24]([CH3:30])([CH3:29])[O:23]1. Product: [CH3:29][C:24]1([CH3:30])[C:25]([CH3:28])([CH3:27])[O:26][B:22]([C:8]2[CH:7]=[CH:11][N:10]([CH:12]3[CH2:17][CH2:16][S:15](=[O:19])(=[O:18])[CH2:14][CH2:13]3)[N:9]=2)[O:23]1. The catalyst class is: 1. (4) The catalyst class is: 1. Reactant: [CH3:1][O:2][C:3]1[CH:4]=[C:5]([C:11]([C:13]2[CH:18]=[CH:17][CH:16]=[C:15]([O:19][CH3:20])[CH:14]=2)=O)[CH:6]=[CH:7][C:8]=1[O:9][CH3:10].C(OP([CH2:29][C:30]#[N:31])(=O)OCC)C.C[Si]([N-][Si](C)(C)C)(C)C.[Li+].COC1C=C(C(C2C=CC=C(OC)C=2)=CC#N)C=C(OC)C=1. Product: [CH3:1][O:2][C:3]1[CH:4]=[C:5]([C:11]([C:13]2[CH:18]=[CH:17][CH:16]=[C:15]([O:19][CH3:20])[CH:14]=2)=[CH:29][C:30]#[N:31])[CH:6]=[CH:7][C:8]=1[O:9][CH3:10].